This data is from Forward reaction prediction with 1.9M reactions from USPTO patents (1976-2016). The task is: Predict the product of the given reaction. (1) Given the reactants [NH:1]1[C:5]2[CH:6]=[CH:7][CH:8]=[CH:9][C:4]=2[N:3]=[C:2]1[CH2:10][NH:11][CH:12]1[C:21]2[N:20]=[CH:19][CH:18]=[CH:17][C:16]=2[CH2:15][CH2:14][CH2:13]1.[CH:22](=O)[CH2:23][CH:24]([CH3:26])[CH3:25].C(N(CC1N(CCC#N)C2C=CC=CC=2N=1)C1C2N=CC=CC=2CCC1)C, predict the reaction product. The product is: [NH:1]1[C:5]2[CH:6]=[CH:7][CH:8]=[CH:9][C:4]=2[N:3]=[C:2]1[CH2:10][N:11]([CH2:22][CH2:23][CH:24]([CH3:26])[CH3:25])[CH:12]1[C:21]2[N:20]=[CH:19][CH:18]=[CH:17][C:16]=2[CH2:15][CH2:14][CH2:13]1. (2) Given the reactants [Cl:1][C:2]1[N:7]=[CH:6][NH:5][C:4]2=[N:8][CH:9]=[C:10]([Cl:11])[C:3]=12.[H-].[Na+].[C:14]1([S:20](Cl)(=[O:22])=[O:21])[CH:19]=[CH:18][CH:17]=[CH:16][CH:15]=1.O, predict the reaction product. The product is: [Cl:1][C:2]1[C:3]2[C:10]([Cl:11])=[CH:9][N:8]([S:20]([C:14]3[CH:19]=[CH:18][CH:17]=[CH:16][CH:15]=3)(=[O:22])=[O:21])[C:4]=2[N:5]=[CH:6][N:7]=1.